Task: Predict the reaction yield, written as a fraction of the theoretical maximum amount of product (1.0 means a 100% yield; for example, 0.34 means a 34% yield).. Dataset: Reaction yield outcomes from USPTO patents with 853,638 reactions The reactants are [CH3:1][O:2][C:3]1[CH:4]=[C:5]2[C:10](=[CH:11][C:12]=1[O:13][CH3:14])[N:9]=[CH:8][CH:7]=[C:6]2[O:15][C:16]1[CH:21]=[CH:20][C:19]([NH:22][C:23](=O)[CH2:24][O:25][C:26]2[CH:31]=[CH:30][CH:29]=[CH:28][C:27]=2[OH:32])=[CH:18][CH:17]=1.Cl.[OH-].[Na+]. The catalyst is O1CCCC1. The product is [CH3:1][O:2][C:3]1[CH:4]=[C:5]2[C:10](=[CH:11][C:12]=1[O:13][CH3:14])[N:9]=[CH:8][CH:7]=[C:6]2[O:15][C:16]1[CH:17]=[CH:18][C:19]([NH:22][CH2:23][CH2:24][O:25][C:26]2[CH:31]=[CH:30][CH:29]=[CH:28][C:27]=2[OH:32])=[CH:20][CH:21]=1. The yield is 0.800.